This data is from Forward reaction prediction with 1.9M reactions from USPTO patents (1976-2016). The task is: Predict the product of the given reaction. (1) Given the reactants C(C1C=C(OC)C=C(C2C(O)=C(C(C)(C)C)C=C(OC)C=2)C=1O)(C)(C)C.[CH2:27]([N:29](CC)CC)[CH3:28].C1(O)C(C2C(O)=CC=CC=2)=CC=CC=1.[CH2:48]([N:50]([CH2:53][CH3:54])[CH2:51][CH3:52])[CH3:49].P(Cl)([O-])[O-], predict the reaction product. The product is: [C:27](#[N:29])[CH3:28].[CH3:49][CH2:48][N:50]([CH2:53][CH3:54])[CH2:51][CH3:52]. (2) Given the reactants [NH2:1][N:2]1[CH:6]=[CH:5][C:4]([Br:7])=[C:3]1[C:8]([O:10][CH3:11])=[O:9].[C:12]([O:16][C:17]([NH:19][C@@H:20]([CH3:24])[C:21](O)=[O:22])=[O:18])([CH3:15])([CH3:14])[CH3:13], predict the reaction product. The product is: [Br:7][C:4]1[CH:5]=[CH:6][N:2]([NH:1][C:21](=[O:22])[C@@H:20]([NH:19][C:17]([O:16][C:12]([CH3:15])([CH3:14])[CH3:13])=[O:18])[CH3:24])[C:3]=1[C:8]([O:10][CH3:11])=[O:9]. (3) Given the reactants [CH2:1]([N:8]1[CH2:13][CH2:12][NH:11][CH2:10][CH2:9]1)[C:2]1[CH:7]=[CH:6][CH:5]=[CH:4][CH:3]=1.Cl.Cl[CH:16]([C:21]1[C:22](=[O:30])[C:23]([OH:29])=[C:24]([CH2:27][CH3:28])[NH:25][CH:26]=1)[C:17]([F:20])([F:19])[F:18], predict the reaction product. The product is: [CH2:1]([N:8]1[CH2:13][CH2:12][N:11]([CH:16]([C:21]2[C:22](=[O:30])[C:23]([OH:29])=[C:24]([CH2:27][CH3:28])[NH:25][CH:26]=2)[C:17]([F:18])([F:20])[F:19])[CH2:10][CH2:9]1)[C:2]1[CH:3]=[CH:4][CH:5]=[CH:6][CH:7]=1. (4) The product is: [Cl:5][C:6]1[CH:14]=[C:13]([Cl:15])[C:12]([N+:1]([O-:4])=[O:2])=[CH:11][C:7]=1[C:8]([OH:10])=[O:9]. Given the reactants [N+:1]([O-:4])(O)=[O:2].[Cl:5][C:6]1[CH:14]=[C:13]([Cl:15])[CH:12]=[CH:11][C:7]=1[C:8]([OH:10])=[O:9], predict the reaction product. (5) Given the reactants [CH:1]([C:3]1[CH:8]=[CH:7][C:6]([C:9]2[N:14]=[CH:13][N:12]=[C:11]([NH:15][C@H:16]([C:24]([O:26][CH3:27])=[O:25])[CH2:17][C:18]3[CH:23]=[CH:22][CH:21]=[CH:20][CH:19]=3)[CH:10]=2)=[CH:5][CH:4]=1)=[O:2].[BH4-].[Na+], predict the reaction product. The product is: [OH:2][CH2:1][C:3]1[CH:8]=[CH:7][C:6]([C:9]2[N:14]=[CH:13][N:12]=[C:11]([NH:15][C@H:16]([C:24]([O:26][CH3:27])=[O:25])[CH2:17][C:18]3[CH:19]=[CH:20][CH:21]=[CH:22][CH:23]=3)[CH:10]=2)=[CH:5][CH:4]=1. (6) Given the reactants [NH2:1][CH2:2][CH:3]1[CH2:12][CH2:11][CH2:10][C:9]2[C:8]([O:13][C:14]3[CH:22]=[CH:21][C:17]([C:18]([NH2:20])=[O:19])=[CH:16][N:15]=3)=[CH:7][CH:6]=[CH:5][C:4]1=2.[CH3:23][C:24]([CH3:29])([CH3:28])[CH2:25][CH:26]=O.[BH4-].[Na+], predict the reaction product. The product is: [CH3:23][C:24]([CH3:29])([CH3:28])[CH2:25][CH2:26][NH:1][CH2:2][CH:3]1[CH2:12][CH2:11][CH2:10][C:9]2[C:8]([O:13][C:14]3[CH:22]=[CH:21][C:17]([C:18]([NH2:20])=[O:19])=[CH:16][N:15]=3)=[CH:7][CH:6]=[CH:5][C:4]1=2. (7) Given the reactants [NH2:1][C:2]1[S:3][C:4]2[CH:10]=[C:9]([S:11][C:12]([CH3:17])([CH3:16])[C:13]([OH:15])=O)[CH:8]=[CH:7][C:5]=2[N:6]=1.Cl.CN(C)[CH2:21][CH2:22][CH2:23][N:24]=[C:25]=NCC.N1CCCC1, predict the reaction product. The product is: [NH2:1][C:2]1[S:3][C:4]2[CH:10]=[C:9]([S:11][C:12]([CH3:17])([CH3:16])[C:13]([N:24]3[CH2:25][CH2:21][CH2:22][CH2:23]3)=[O:15])[CH:8]=[CH:7][C:5]=2[N:6]=1. (8) Given the reactants COC1C=C(C(C2C=CC(OC)=C(OC)C=2)=CC(OC)=O)C=CC=1OC.[CH3:27][O:28][C:29]1[CH:30]=[C:31]([CH:41]=[CH:42][C:43]=1[O:44][CH3:45])[C:32]([C:34]1[CH:39]=[CH:38][C:37]([F:40])=[CH:36][CH:35]=1)=O.C(OP([CH2:54][C:55]#[N:56])(=O)OCC)C.C[Si](C)(C)[N-][Si](C)(C)C.[Li+], predict the reaction product. The product is: [CH3:27][O:28][C:29]1[CH:30]=[C:31]([C:32]([C:34]2[CH:39]=[CH:38][C:37]([F:40])=[CH:36][CH:35]=2)=[CH:54][C:55]#[N:56])[CH:41]=[CH:42][C:43]=1[O:44][CH3:45]. (9) Given the reactants [C:1]1([C:7]2([C:14]3[CH:19]=[CH:18][CH:17]=[CH:16][CH:15]=3)[CH2:12][CH2:11][CH2:10][NH:9][C:8]2=O)[CH:6]=[CH:5][CH:4]=[CH:3][CH:2]=1.[H-].[Al+3].[Li+].[H-].[H-].[H-], predict the reaction product. The product is: [C:1]1([C:7]2([C:14]3[CH:19]=[CH:18][CH:17]=[CH:16][CH:15]=3)[CH2:12][CH2:11][CH2:10][NH:9][CH2:8]2)[CH:2]=[CH:3][CH:4]=[CH:5][CH:6]=1. (10) Given the reactants [Cl:1][C:2]1[CH:10]=[CH:9][C:5]([C:6](Cl)=[O:7])=[CH:4][CH:3]=1.[NH2:11][C:12]1[N:13]=[C:14]([O:31][CH3:32])[N:15]([C:24]2[CH:29]=[CH:28][C:27]([F:30])=[CH:26][CH:25]=2)[C:16]=1[C:17]([O:19][C:20]([CH3:23])([CH3:22])[CH3:21])=[O:18].C(N(C(C)C)CC)(C)C, predict the reaction product. The product is: [Cl:1][C:2]1[CH:10]=[CH:9][C:5]([C:6]([NH:11][C:12]2[N:13]=[C:14]([O:31][CH3:32])[N:15]([C:24]3[CH:25]=[CH:26][C:27]([F:30])=[CH:28][CH:29]=3)[C:16]=2[C:17]([O:19][C:20]([CH3:21])([CH3:22])[CH3:23])=[O:18])=[O:7])=[CH:4][CH:3]=1.